From a dataset of Full USPTO retrosynthesis dataset with 1.9M reactions from patents (1976-2016). Predict the reactants needed to synthesize the given product. (1) Given the product [NH2:12][C:13]1[C:21]([Br:22])=[CH:20][C:19]([CH3:23])=[CH:18][C:14]=1[C:15]([NH:9][NH:8][C:6]1[CH:7]=[C:2]([Cl:1])[CH:3]=[CH:4][C:5]=1[S:10][CH3:11])=[O:16], predict the reactants needed to synthesize it. The reactants are: [Cl:1][C:2]1[CH:3]=[CH:4][C:5]([S:10][CH3:11])=[C:6]([NH:8][NH2:9])[CH:7]=1.[NH2:12][C:13]1[C:21]([Br:22])=[CH:20][C:19]([CH3:23])=[CH:18][C:14]=1[C:15](O)=[O:16].BrC1C(C)=CC(C(NNC2C=C(Cl)C=CC=2SCC)=O)=C([N+]([O-])=O)C=1. (2) The reactants are: [H-].[Na+].[NH2:3][C:4]1[N:12]=[C:11]2[C:7]([N:8]=[CH:9][NH:10]2)=[C:6]([Cl:13])[N:5]=1.I[CH:15]([CH3:17])[CH3:16]. Given the product [NH2:3][C:4]1[N:12]=[C:11]2[C:7]([N:8]=[CH:9][N:10]2[CH:15]([CH3:17])[CH3:16])=[C:6]([Cl:13])[N:5]=1, predict the reactants needed to synthesize it. (3) Given the product [C:19]([C:18]1[C:12]2[O:11][CH2:10][CH:9]([C:5]3[CH:4]=[C:3]([CH2:2][NH:1][S:39]([CH2:37][CH3:38])(=[O:41])=[O:40])[CH:8]=[N:7][CH:6]=3)[O:14][C:13]=2[CH:15]=[CH:16][CH:17]=1)#[N:20], predict the reactants needed to synthesize it. The reactants are: [NH2:1][CH2:2][C:3]1[CH:4]=[C:5]([CH:9]2[O:14][C:13]3[CH:15]=[CH:16][CH:17]=[C:18]([C:19]#[N:20])[C:12]=3[O:11][CH2:10]2)[CH:6]=[N:7][CH:8]=1.FC(F)(F)C(O)=O.C(N(CC)C(C)C)(C)C.[CH2:37]([S:39](Cl)(=[O:41])=[O:40])[CH3:38]. (4) The reactants are: C(OC([N:11]1[CH2:16][CH2:15][N:14]([C:17](=[O:50])[C@@H:18]([NH:28][C:29]([C:31]2[CH:35]=[C:34]([O:36][CH2:37][C:38](=[O:43])[C:39]([CH3:42])([CH3:41])[CH3:40])[N:33]([C:44]3[CH:49]=[CH:48][CH:47]=[CH:46][CH:45]=3)[N:32]=2)=[O:30])[CH2:19][CH2:20][C:21]([O:23][C:24]([CH3:27])([CH3:26])[CH3:25])=[O:22])[CH2:13][CH2:12]1)=O)C1C=CC=CC=1. Given the product [C:24]([O:23][C:21](=[O:22])[CH2:20][CH2:19][C@H:18]([NH:28][C:29]([C:31]1[CH:35]=[C:34]([O:36][CH2:37][C:38](=[O:43])[C:39]([CH3:40])([CH3:41])[CH3:42])[N:33]([C:44]2[CH:49]=[CH:48][CH:47]=[CH:46][CH:45]=2)[N:32]=1)=[O:30])[C:17](=[O:50])[N:14]1[CH2:15][CH2:16][NH:11][CH2:12][CH2:13]1)([CH3:25])([CH3:26])[CH3:27], predict the reactants needed to synthesize it. (5) Given the product [N+:10]([C:7]1[CH:6]=[C:5]2[C:4]([C:3]([OH:2])=[N:16][NH:17]2)=[CH:9][CH:8]=1)([O-:12])=[O:11], predict the reactants needed to synthesize it. The reactants are: C[O:2][C:3](=O)[C:4]1[CH:9]=[CH:8][C:7]([N+:10]([O-:12])=[O:11])=[CH:6][C:5]=1F.O.[NH2:16][NH2:17].